From a dataset of Catalyst prediction with 721,799 reactions and 888 catalyst types from USPTO. Predict which catalyst facilitates the given reaction. (1) Reactant: [Br:1][CH2:2][CH2:3][CH2:4][CH2:5][CH2:6][CH2:7][CH2:8][CH2:9][CH2:10][OH:11].[CH2:12](Br)[C:13]1[CH:18]=[CH:17][CH:16]=[CH:15][CH:14]=1.[H-].[Na+]. Product: [Br:1][CH2:2][CH2:3][CH2:4][CH2:5][CH2:6][CH2:7][CH2:8][CH2:9][CH2:10][O:11][CH2:12][C:13]1[CH:18]=[CH:17][CH:16]=[CH:15][CH:14]=1. The catalyst class is: 1. (2) Reactant: [C:1]([O:5][C:6]([N:8]1[CH2:13][CH2:12][C:11]2[NH:14][C:15]([I:17])=[N:16][C:10]=2[CH2:9]1)=[O:7])([CH3:4])([CH3:3])[CH3:2].[H-].[Na+].[CH3:20][Si:21]([CH2:24][CH2:25][O:26][CH2:27]Cl)([CH3:23])[CH3:22]. Product: [C:1]([O:5][C:6]([N:8]1[CH2:13][CH2:12][C:11]2[N:14]([CH2:27][O:26][CH2:25][CH2:24][Si:21]([CH3:23])([CH3:22])[CH3:20])[C:15]([I:17])=[N:16][C:10]=2[CH2:9]1)=[O:7])([CH3:4])([CH3:2])[CH3:3]. The catalyst class is: 1. (3) Reactant: [CH:1]([C:3]1[CH:10]=[CH:9][C:6]([CH2:7][Cl:8])=[CH:5][CH:4]=1)=[CH2:2].[CH2:11]([P:15]([CH2:20][CH2:21][CH2:22][CH3:23])[CH2:16][CH2:17][CH2:18][CH3:19])[CH2:12][CH2:13][CH3:14]. Product: [Cl-:8].[CH2:20]([P+:15]([CH2:11][CH2:12][CH2:13][CH3:14])([CH2:16][CH2:17][CH2:18][CH3:19])[CH2:7][C:6]1[CH:9]=[CH:10][C:3]([CH:1]=[CH2:2])=[CH:4][CH:5]=1)[CH2:21][CH2:22][CH3:23]. The catalyst class is: 23. (4) Reactant: [CH3:1][C:2]1[CH:7]=[CH:6][CH:5]=[C:4]([CH3:8])[C:3]=1[C:9]1[NH:10][C:11]2[CH:17]=[C:16]([CH:18]=[O:19])[CH:15]=[CH:14][C:12]=2[N:13]=1.[CH3:20][C:21]([O:24][C:25](O[C:25]([O:24][C:21]([CH3:23])([CH3:22])[CH3:20])=[O:26])=[O:26])([CH3:23])[CH3:22]. Product: [C:21]([O:24][C:25]([N:10]1[C:11]2[CH:17]=[C:16]([CH:18]=[O:19])[CH:15]=[CH:14][C:12]=2[N:13]=[C:9]1[C:3]1[C:4]([CH3:8])=[CH:5][CH:6]=[CH:7][C:2]=1[CH3:1])=[O:26])([CH3:23])([CH3:22])[CH3:20]. The catalyst class is: 230.